Dataset: Full USPTO retrosynthesis dataset with 1.9M reactions from patents (1976-2016). Task: Predict the reactants needed to synthesize the given product. (1) Given the product [Cl:1][C:2]1[N:7]=[C:6]([NH:24][C:23]2[CH:25]=[CH:26][CH:27]=[C:21]([C:18]3[O:17][C:16]([C:10]4[CH:11]=[CH:12][CH:13]=[CH:14][CH:15]=4)=[N:20][N:19]=3)[CH:22]=2)[C:5]([F:9])=[CH:4][N:3]=1, predict the reactants needed to synthesize it. The reactants are: [Cl:1][C:2]1[N:7]=[C:6](Cl)[C:5]([F:9])=[CH:4][N:3]=1.[C:10]1([C:16]2[O:17][C:18]([C:21]3[CH:22]=[C:23]([CH:25]=[CH:26][CH:27]=3)[NH2:24])=[N:19][N:20]=2)[CH:15]=[CH:14][CH:13]=[CH:12][CH:11]=1. (2) Given the product [F:17][C:14]1[CH:15]=[CH:16][C:11]([C:9]2[N:10]=[C:5]3[CH:4]=[CH:3][C:2]([N:45]4[CH2:46][CH2:47][CH:42]([N:37]5[CH2:41][CH2:40][CH2:39][CH2:38]5)[CH2:43][CH2:44]4)=[N:7][N:6]3[C:8]=2[C:18]2[CH:23]=[CH:22][N:21]=[C:20]3[N:24]([S:27]([C:30]4[CH:35]=[CH:34][C:33]([CH3:36])=[CH:32][CH:31]=4)(=[O:29])=[O:28])[CH:25]=[CH:26][C:19]=23)=[CH:12][CH:13]=1, predict the reactants needed to synthesize it. The reactants are: Cl[C:2]1[CH:3]=[CH:4][C:5]2[N:6]([C:8]([C:18]3[CH:23]=[CH:22][N:21]=[C:20]4[N:24]([S:27]([C:30]5[CH:35]=[CH:34][C:33]([CH3:36])=[CH:32][CH:31]=5)(=[O:29])=[O:28])[CH:25]=[CH:26][C:19]=34)=[C:9]([C:11]3[CH:16]=[CH:15][C:14]([F:17])=[CH:13][CH:12]=3)[N:10]=2)[N:7]=1.[N:37]1([CH:42]2[CH2:47][CH2:46][NH:45][CH2:44][CH2:43]2)[CH2:41][CH2:40][CH2:39][CH2:38]1.